Dataset: Full USPTO retrosynthesis dataset with 1.9M reactions from patents (1976-2016). Task: Predict the reactants needed to synthesize the given product. (1) Given the product [ClH:37].[OH:26][NH:19][CH2:18][CH2:17][CH2:16][CH2:15][N:14]1[C:10]2[C:9]3[CH:8]=[CH:7][CH:6]=[CH:5][C:4]=3[N:3]=[C:2]([NH2:1])[C:11]=2[N:12]=[C:13]1[CH2:34][CH2:35][CH3:36], predict the reactants needed to synthesize it. The reactants are: [NH2:1][C:2]1[C:11]2[N:12]=[C:13]([CH2:34][CH2:35][CH3:36])[N:14]([CH2:15][CH2:16][CH2:17][CH2:18][N:19]([O:26]C(OC(C)(C)C)=O)C(=O)C(C)(C)C)[C:10]=2[C:9]2[CH:8]=[CH:7][CH:6]=[CH:5][C:4]=2[N:3]=1.[ClH:37].O1CCOCC1. (2) Given the product [CH3:22][O:23][C:24]1[CH:41]=[C:40]([O:42][CH3:43])[CH:39]=[CH:38][C:25]=1[CH2:26][NH:27][C:28]1[CH:29]=[C:30]2[C:34](=[CH:35][CH:36]=1)[C:33](=[C:3]1[C:4]3[C:9](=[CH:8][CH:7]=[CH:6][CH:5]=3)[NH:1][C:2]1=[O:10])[O:32][CH2:31]2, predict the reactants needed to synthesize it. The reactants are: [NH:1]1[C:9]2[C:4](=[CH:5][CH:6]=[CH:7][CH:8]=2)[CH2:3][C:2]1=[O:10].[Li]CCCC.CCCCCC.[CH3:22][O:23][C:24]1[CH:41]=[C:40]([O:42][CH3:43])[CH:39]=[CH:38][C:25]=1[CH2:26][NH:27][C:28]1[CH:29]=[C:30]2[C:34](=[CH:35][CH:36]=1)[C:33](=O)[O:32][CH2:31]2.Cl.